Dataset: Full USPTO retrosynthesis dataset with 1.9M reactions from patents (1976-2016). Task: Predict the reactants needed to synthesize the given product. (1) Given the product [CH2:13]([N:17]1[C:25]2[N:24]=[C:23]([Cl:26])[NH:22][C:21]=2[C:20](=[O:27])[N:19]([CH2:28][CH2:29][CH2:30][C:31]2[N:32]=[C:10]([CH2:9][C:4]3[CH:5]=[CH:6][C:7]([OH:8])=[C:2]([Cl:1])[CH:3]=3)[O:12][N:34]=2)[C:18]1=[O:36])[CH2:14][CH2:15][CH3:16], predict the reactants needed to synthesize it. The reactants are: [Cl:1][C:2]1[CH:3]=[C:4]([CH2:9][C:10]([OH:12])=O)[CH:5]=[CH:6][C:7]=1[OH:8].[CH2:13]([N:17]1[C:25]2[N:24]=[C:23]([Cl:26])[NH:22][C:21]=2[C:20](=[O:27])[N:19]([CH2:28][CH2:29][CH2:30]/[C:31](=[N:34]/[H])/[NH:32]O)[C:18]1=[O:36])[CH2:14][CH2:15][CH3:16]. (2) Given the product [F:1][C:2]1[CH:25]=[C:24]([S:26]([CH3:29])(=[O:28])=[O:27])[C:23]([F:30])=[CH:22][C:3]=1[O:4][C@H:5]1[CH2:10][CH2:9][CH2:8][N:7]([CH:11]2[CH2:16][CH2:15][N:14]([C:17]3[N:18]=[C:33]([C:32]([F:43])([F:42])[F:31])[O:20][N:19]=3)[CH2:13][CH2:12]2)[C:6]1=[O:21], predict the reactants needed to synthesize it. The reactants are: [F:1][C:2]1[CH:25]=[C:24]([S:26]([CH3:29])(=[O:28])=[O:27])[C:23]([F:30])=[CH:22][C:3]=1[O:4][C@H:5]1[CH2:10][CH2:9][CH2:8][N:7]([CH:11]2[CH2:16][CH2:15][N:14](/[C:17](=[N:19]/[OH:20])/[NH2:18])[CH2:13][CH2:12]2)[C:6]1=[O:21].[F:31][C:32]([F:43])([F:42])[C:33](O[C:33](=O)[C:32]([F:43])([F:42])[F:31])=O.C(OCC)(=O)C.C([O-])([O-])=O.[Na+].[Na+].